From a dataset of Forward reaction prediction with 1.9M reactions from USPTO patents (1976-2016). Predict the product of the given reaction. Given the reactants [OH-].[Na+].C(O)(C)(C)C.[NH2:8][C@H:9]1[CH2:14][CH2:13][C@H:12]([OH:15])[CH2:11][CH2:10]1.[C:16](O[C:16]([O:18][C:19]([CH3:22])([CH3:21])[CH3:20])=[O:17])([O:18][C:19]([CH3:22])([CH3:21])[CH3:20])=[O:17], predict the reaction product. The product is: [OH:15][CH:12]1[CH2:13][CH2:14][CH:9]([NH:8][C:16](=[O:17])[O:18][C:19]([CH3:22])([CH3:21])[CH3:20])[CH2:10][CH2:11]1.